From a dataset of Full USPTO retrosynthesis dataset with 1.9M reactions from patents (1976-2016). Predict the reactants needed to synthesize the given product. (1) Given the product [C:25]([O:24][CH:18]([C:12]1[C:11]([C:9]2[CH:8]=[CH:7][C:6]3[O:1][CH2:2][CH2:3][CH2:4][C:5]=3[CH:10]=2)=[C:15]([CH3:16])[S:14][C:13]=1[CH3:17])[C:19]([OH:21])=[O:20])([CH3:28])([CH3:27])[CH3:26], predict the reactants needed to synthesize it. The reactants are: [O:1]1[C:6]2[CH:7]=[CH:8][C:9]([C:11]3[C:12]([CH:18]([O:24][C:25]([CH3:28])([CH3:27])[CH3:26])[C:19]([O:21]CC)=[O:20])=[C:13]([CH3:17])[S:14][C:15]=3[CH3:16])=[CH:10][C:5]=2[CH2:4][CH2:3][CH2:2]1.[OH-].[K+]. (2) Given the product [F:28][C:29]1[CH:36]=[CH:35][C:32]([CH2:33][NH:27][CH2:24][CH2:23][NH:22][C:20]([NH:19][C:17]2[S:16][C:12]3[N:13]=[CH:14][N:15]=[C:10]([O:9][CH3:8])[C:11]=3[N:18]=2)=[O:21])=[CH:31][C:30]=1[C:37]([F:38])([F:39])[F:40], predict the reactants needed to synthesize it. The reactants are: FC(F)(F)C(O)=O.[CH3:8][O:9][C:10]1[C:11]2[N:18]=[C:17]([NH:19][C:20]([N:22]3CC[CH:24]([NH2:27])[CH2:23]3)=[O:21])[S:16][C:12]=2[N:13]=[CH:14][N:15]=1.[F:28][C:29]1[CH:36]=[CH:35][C:32]([CH:33]=O)=[CH:31][C:30]=1[C:37]([F:40])([F:39])[F:38].C(O[BH-](OC(=O)C)OC(=O)C)(=O)C.[Na+].C(N(CC)CC)C. (3) Given the product [ClH:17].[CH3:19][C:20]1[CH:25]=[C:24]([N+:26]([O-:28])=[O:27])[CH:23]=[CH:22][C:21]=1[N:29]=[C:30]1[N:9]([C@@H:7]([CH:1]2[CH2:6][CH2:5][CH2:4][CH2:3][CH2:2]2)[CH3:8])[CH2:10][C:11]([CH3:14])([CH3:13])[S:31]1, predict the reactants needed to synthesize it. The reactants are: [CH:1]1([C@H:7]([NH:9][CH2:10][C:11]([CH3:14])([CH3:13])O)[CH3:8])[CH2:6][CH2:5][CH2:4][CH2:3][CH2:2]1.O=S(Cl)[Cl:17].[CH3:19][C:20]1[CH:25]=[C:24]([N+:26]([O-:28])=[O:27])[CH:23]=[CH:22][C:21]=1[N:29]=[C:30]=[S:31]. (4) Given the product [ClH:8].[Cl:18][C:19]1[CH:24]=[CH:23][C:22]([C@H:25]([NH2:28])[CH2:26][CH3:27])=[CH:21][C:20]=1[F:29], predict the reactants needed to synthesize it. The reactants are: O1C(C=O)=CN=C1.[Cl:8]C1C=CC(C=O)=CC=1F.[Cl:18][C:19]1[CH:24]=[CH:23][C:22]([C@H:25]([NH2:28])[CH2:26][CH3:27])=[CH:21][C:20]=1[F:29].ClC1C=CC(C(N)CC)=CC=1F. (5) Given the product [F:20][C:21]1[CH:22]=[C:23]([C:24]2[O:18][N:17]=[C:15]([C:13]3[S:14][C:10]([CH2:9][OH:8])=[CH:11][C:12]=3[CH3:19])[N:16]=2)[CH:27]=[CH:28][C:29]=1[O:30][C:31]1[CH:36]=[CH:35][CH:34]=[CH:33][CH:32]=1, predict the reactants needed to synthesize it. The reactants are: [Si]([O:8][CH2:9][C:10]1[S:14][C:13]([C:15](=[N:17][OH:18])[NH2:16])=[C:12]([CH3:19])[CH:11]=1)(C(C)(C)C)(C)C.[F:20][C:21]1[CH:22]=[C:23]([CH:27]=[CH:28][C:29]=1[O:30][C:31]1[CH:36]=[CH:35][CH:34]=[CH:33][CH:32]=1)[C:24](O)=O.C1(N=C=NC2CCCCC2)CCCCC1.[F-].C([N+](CCCC)(CCCC)CCCC)CCC.O1CCCC1. (6) Given the product [Cl:13][C:5]1[C:4]2[C:9](=[CH:10][CH:11]=[C:2]([NH:25][CH2:24][C:23]3[CH:26]=[CH:27][CH:28]=[C:21]([CH2:20][N:14]4[CH2:19][CH2:18][CH2:17][CH2:16][CH2:15]4)[CH:22]=3)[CH:3]=2)[C:8](=[O:12])[NH:7][N:6]=1, predict the reactants needed to synthesize it. The reactants are: Br[C:2]1[CH:3]=[C:4]2[C:9](=[CH:10][CH:11]=1)[C:8](=[O:12])[NH:7][N:6]=[C:5]2[Cl:13].[N:14]1([CH2:20][C:21]2[CH:22]=[C:23]([CH:26]=[CH:27][CH:28]=2)[CH2:24][NH2:25])[CH2:19][CH2:18][CH2:17][CH2:16][CH2:15]1.C1C=CC(P(C2C(C3C(P(C4C=CC=CC=4)C4C=CC=CC=4)=CC=C4C=3C=CC=C4)=C3C(C=CC=C3)=CC=2)C2C=CC=CC=2)=CC=1.CC([O-])(C)C.[Na+]. (7) Given the product [Br:19][C:20]1[CH:25]=[C:24]([F:26])[CH:23]=[CH:22][C:21]=1[S:27]([NH:1][C:2]1[CH:11]=[CH:10][C:9]2[C:8]3=[CH:12][CH:13]=[N:14][N:7]3[CH:6]=[CH:5][C:4]=2[C:3]=1[C:15]([O:17][CH3:18])=[O:16])(=[O:29])=[O:28], predict the reactants needed to synthesize it. The reactants are: [NH2:1][C:2]1[CH:11]=[CH:10][C:9]2[C:8]3=[CH:12][CH:13]=[N:14][N:7]3[CH:6]=[CH:5][C:4]=2[C:3]=1[C:15]([O:17][CH3:18])=[O:16].[Br:19][C:20]1[CH:25]=[C:24]([F:26])[CH:23]=[CH:22][C:21]=1[S:27](Cl)(=[O:29])=[O:28]. (8) Given the product [Cl:1][C:2]1[CH:3]=[C:4]2[C:8](=[CH:9][CH:10]=1)[N:7]([CH3:11])[C:6]([CH:12]([NH:19][C:20]1[CH:28]=[CH:27][C:23]([C:24]([NH:36][CH2:35][CH2:34][C:33]([O:32][CH2:30][CH3:31])=[O:37])=[O:26])=[CH:22][CH:21]=1)[CH2:13][CH2:14][CH2:15][CH2:16][CH2:17][CH3:18])=[CH:5]2, predict the reactants needed to synthesize it. The reactants are: [Cl:1][C:2]1[CH:3]=[C:4]2[C:8](=[CH:9][CH:10]=1)[N:7]([CH3:11])[C:6]([CH:12]([NH:19][C:20]1[CH:28]=[CH:27][C:23]([C:24]([OH:26])=O)=[CH:22][CH:21]=1)[CH2:13][CH2:14][CH2:15][CH2:16][CH2:17][CH3:18])=[CH:5]2.Cl.[CH2:30]([O:32][C:33](=[O:37])[CH2:34][CH2:35][NH2:36])[CH3:31].O.ON1C2C=CC=CC=2N=N1.Cl.C(N=C=NCCCN(C)C)C.[Cl-].[NH4+]. (9) Given the product [C:1]([O:5][C:6]([N:8]1[CH2:13][CH2:12][CH:11]([C:14]2[CH:19]=[CH:18][C:17]([NH:20][S:35]([C:27]3[N:26]([CH3:25])[C:34]4[C:29]([CH:28]=3)=[CH:30][CH:31]=[CH:32][CH:33]=4)(=[O:36])=[O:37])=[C:16]([S:21]([CH3:24])(=[O:23])=[O:22])[CH:15]=2)[CH2:10][CH2:9]1)=[O:7])([CH3:4])([CH3:3])[CH3:2], predict the reactants needed to synthesize it. The reactants are: [C:1]([O:5][C:6]([N:8]1[CH2:13][CH2:12][CH:11]([C:14]2[CH:19]=[CH:18][C:17]([NH2:20])=[C:16]([S:21]([CH3:24])(=[O:23])=[O:22])[CH:15]=2)[CH2:10][CH2:9]1)=[O:7])([CH3:4])([CH3:3])[CH3:2].[CH3:25][N:26]1[C:34]2[C:29](=[CH:30][CH:31]=[CH:32][CH:33]=2)[CH:28]=[C:27]1[S:35](Cl)(=[O:37])=[O:36]. (10) Given the product [Br:1][C:2]1[C:3]([S:8][CH:14]2[CH2:10][CH2:11][N:12]([C:15]([O:17][C:18]([CH3:21])([CH3:20])[CH3:19])=[O:16])[CH2:13]2)=[N:4][CH:5]=[CH:6][CH:7]=1, predict the reactants needed to synthesize it. The reactants are: [Br:1][C:2]1[C:3]([SH:8])=[N:4][CH:5]=[CH:6][CH:7]=1.Br[CH:10]1[CH2:14][CH2:13][N:12]([C:15]([O:17][C:18]([CH3:21])([CH3:20])[CH3:19])=[O:16])[CH2:11]1.C([O-])([O-])=O.[K+].[K+].